From a dataset of Catalyst prediction with 721,799 reactions and 888 catalyst types from USPTO. Predict which catalyst facilitates the given reaction. (1) Reactant: [CH3:1][C:2]1[C:6]([CH2:7][C:8](O)=[O:9])=[C:5]([CH3:11])[N:4]([CH2:12][C:13]2[CH:18]=[CH:17][C:16]([NH:19][C:20](=[O:31])[C:21]3[CH:26]=[CH:25][C:24]([C:27]([F:30])([F:29])[F:28])=[CH:23][CH:22]=3)=[CH:15][CH:14]=2)[N:3]=1.[CH3:32][C:33]([S:36]([NH2:39])(=[O:38])=[O:37])([CH3:35])[CH3:34].C1(N=C=NC2CCCCC2)CCCCC1. The catalyst class is: 119. Product: [CH3:1][C:2]1[C:6]([CH2:7][C:8](=[O:9])[NH:39][S:36]([C:33]([CH3:35])([CH3:34])[CH3:32])(=[O:38])=[O:37])=[C:5]([CH3:11])[N:4]([CH2:12][C:13]2[CH:18]=[CH:17][C:16]([NH:19][C:20](=[O:31])[C:21]3[CH:22]=[CH:23][C:24]([C:27]([F:29])([F:28])[F:30])=[CH:25][CH:26]=3)=[CH:15][CH:14]=2)[N:3]=1. (2) Reactant: [Br:1][C:2]1[CH:7]=[CH:6][C:5]([C@@:8]([NH:16][S@](C(C)(C)C)=O)([CH3:15])[CH:9]([CH2:13][OH:14])[CH:10]([CH3:12])[CH3:11])=[CH:4][C:3]=1[Cl:23].Cl.CO. Product: [NH2:16][C:8]([C:5]1[CH:6]=[CH:7][C:2]([Br:1])=[C:3]([Cl:23])[CH:4]=1)([CH3:15])[C@@H:9]([CH:10]([CH3:11])[CH3:12])[CH2:13][OH:14]. The catalyst class is: 5. (3) Reactant: [Br:1][C:2]1[CH:7]=[CH:6][CH:5]=[CH:4][C:3]=1[NH:8][CH:9]=[C:10]([C:16](=[O:18])[CH3:17])[C:11]([O:13]CC)=O. Product: [C:16]([C:10]1[C:11](=[O:13])[C:4]2[C:3](=[C:2]([Br:1])[CH:7]=[CH:6][CH:5]=2)[NH:8][CH:9]=1)(=[O:18])[CH3:17]. The catalyst class is: 736. (4) Reactant: [F:1][C:2]1[CH:7]=[C:6]([F:8])[C:5]([F:9])=[CH:4][C:3]=1[C:10](=[O:12])[CH3:11].[BH4-].[Na+]. Product: [F:1][C:2]1[CH:7]=[C:6]([F:8])[C:5]([F:9])=[CH:4][C:3]=1[CH:10]([OH:12])[CH3:11]. The catalyst class is: 8. (5) Reactant: [CH3:1][C:2]1[N:10]=[C:9]([C:11]([F:14])([F:13])[F:12])[CH:8]=[CH:7][C:3]=1[C:4](O)=[O:5].Cl.[CH3:16][NH:17][O:18][CH3:19].CN1CCOCC1.Cl.CN(C)CCCN=C=NCC. Product: [CH3:19][O:18][N:17]([CH3:16])[C:4]([C:3]1[C:2]([CH3:1])=[N:10][C:9]([C:11]([F:14])([F:13])[F:12])=[CH:8][CH:7]=1)=[O:5]. The catalyst class is: 4. (6) The catalyst class is: 2. Product: [C:1]([O:5][C:6]([NH:8][CH:9]([CH2:13][C:14]1[CH:19]=[CH:18][C:17]([C:20]#[N:21])=[CH:16][CH:15]=1)[C:10]([N:25]([CH:26]([CH3:28])[CH3:27])[CH:22]([CH3:24])[CH3:23])=[O:12])=[O:7])([CH3:2])([CH3:3])[CH3:4]. Reactant: [C:1]([O:5][C:6]([NH:8][CH:9]([CH2:13][C:14]1[CH:19]=[CH:18][C:17]([C:20]#[N:21])=[CH:16][CH:15]=1)[C:10]([OH:12])=O)=[O:7])([CH3:4])([CH3:3])[CH3:2].[CH:22]([NH:25][CH:26]([CH3:28])[CH3:27])([CH3:24])[CH3:23].C(N(CC)CC)C.F[P-](F)(F)(F)(F)F.Br[P+](N1CCCC1)(N1CCCC1)N1CCCC1. (7) Reactant: [C:1]([C:4]1[CH:9]=[C:8]([N:10]2[CH2:15][CH2:14][O:13][CH2:12][CH2:11]2)[CH:7]=[CH:6][C:5]=1[NH:16][C:17](=O)[C:18]1[CH:23]=[CH:22][CH:21]=[CH:20][C:19]=1[O:24][CH2:25][C:26]1[CH:31]=[CH:30][CH:29]=[CH:28][CH:27]=1)(=[O:3])[CH3:2].[OH-].[Na+]. Product: [CH2:25]([O:24][C:19]1[CH:20]=[CH:21][CH:22]=[CH:23][C:18]=1[C:17]1[CH2:2][C:1](=[O:3])[C:4]2[C:5](=[CH:6][CH:7]=[C:8]([N:10]3[CH2:15][CH2:14][O:13][CH2:12][CH2:11]3)[CH:9]=2)[N:16]=1)[C:26]1[CH:31]=[CH:30][CH:29]=[CH:28][CH:27]=1. The catalyst class is: 12. (8) Reactant: [CH2:1]([O:5][C:6]1[C:7]2[C:14]([CH2:15][CH:16]=[CH:17][C:18]([NH2:20])=[O:19])=[CH:13][N:12](S(C3C=CC(C)=CC=3)(=O)=O)[C:8]=2[N:9]=[CH:10][N:11]=1)[CH:2]([CH3:4])[CH3:3].[OH-].[Li+].C(O)(=O)CC(CC(O)=O)(C(O)=O)O. Product: [CH2:1]([O:5][C:6]1[C:7]2[C:14]([CH2:15][CH:16]=[CH:17][C:18]([NH2:20])=[O:19])=[CH:13][NH:12][C:8]=2[N:9]=[CH:10][N:11]=1)[CH:2]([CH3:4])[CH3:3]. The catalyst class is: 12. (9) The catalyst class is: 14. Product: [Br:11][C:8]1[CH:9]=[CH:10][C:5]([C:3]([NH:13][NH2:14])=[O:2])=[N:6][CH:7]=1. Reactant: C[O:2][C:3]([C:5]1[CH:10]=[CH:9][C:8]([Br:11])=[CH:7][N:6]=1)=O.O.[NH2:13][NH2:14]. (10) Reactant: [Br:1][CH2:2][CH2:3]OC1C=CC(O)=CC=1.[C:12]1([CH2:18][CH2:19][OH:20])[CH:17]=[CH:16][CH:15]=[CH:14][CH:13]=1.[C:34]1(P([C:34]2[CH:39]=[CH:38][CH:37]=[CH:36][CH:35]=2)[C:34]2[CH:39]=[CH:38][CH:37]=[CH:36][CH:35]=2)[CH:39]=[CH:38][CH:37]=[CH:36][CH:35]=1.N(C(OC(C)(C)C)=O)=NC(OC(C)(C)C)=O. Product: [CH2:19]([O:20][C:37]1[CH:36]=[CH:35][C:34]([CH:2]([Br:1])[CH3:3])=[CH:39][CH:38]=1)[CH2:18][C:12]1[CH:17]=[CH:16][CH:15]=[CH:14][CH:13]=1. The catalyst class is: 2.